The task is: Predict the reaction yield, written as a fraction of the theoretical maximum amount of product (1.0 means a 100% yield; for example, 0.34 means a 34% yield).. This data is from Reaction yield outcomes from USPTO patents with 853,638 reactions. The reactants are [CH2:1]([O:8][C:9]([NH:11][C:12]1[CH:17]=[CH:16][C:15]([S:18]([NH2:21])(=[O:20])=[O:19])=[CH:14][C:13]=1[C:22]([O:24][C:25]([CH3:28])([CH3:27])[CH3:26])=[O:23])=[O:10])[C:2]1[CH:7]=[CH:6][CH:5]=[CH:4][CH:3]=1.[Cl:29][C:30]1[CH:31]=[C:32]([NH:46][C:47](OC2C=CC=CC=2)=[O:48])[C:33](=[CH:44][CH:45]=1)[C:34]([O:36][CH2:37][C:38]1[CH:43]=[CH:42][CH:41]=[CH:40][CH:39]=1)=[O:35]. No catalyst specified. The product is [CH2:1]([O:8][C:9]([NH:11][C:12]1[CH:17]=[CH:16][C:15]([S:18]([NH:21][C:47]([NH:46][C:32]2[CH:31]=[C:30]([Cl:29])[CH:45]=[CH:44][C:33]=2[C:34]([O:36][CH2:37][C:38]2[CH:43]=[CH:42][CH:41]=[CH:40][CH:39]=2)=[O:35])=[O:48])(=[O:19])=[O:20])=[CH:14][C:13]=1[C:22]([O:24][C:25]([CH3:28])([CH3:27])[CH3:26])=[O:23])=[O:10])[C:2]1[CH:3]=[CH:4][CH:5]=[CH:6][CH:7]=1. The yield is 0.830.